Dataset: Forward reaction prediction with 1.9M reactions from USPTO patents (1976-2016). Task: Predict the product of the given reaction. (1) Given the reactants [Br-].C[N+:3]1[CH:4]=[CH:5][N:6]2[CH:11]=[C:10]([CH3:12])[NH:9][C:8](=[O:13])[C:7]=12.N1C=CN=C1, predict the reaction product. The product is: [CH3:12][C:10]1[NH:9][C:8](=[O:13])[C:7]2[N:6]([CH:5]=[CH:4][N:3]=2)[CH:11]=1. (2) Given the reactants C(OC([N:11]1[CH2:15][C@H:14]([O:16][CH3:17])[C@H:13]([O:18][CH3:19])[CH2:12]1)=O)C1C=CC=CC=1, predict the reaction product. The product is: [CH3:19][O:18][C@H:13]1[C@@H:14]([O:16][CH3:17])[CH2:15][NH:11][CH2:12]1.